From a dataset of Full USPTO retrosynthesis dataset with 1.9M reactions from patents (1976-2016). Predict the reactants needed to synthesize the given product. (1) The reactants are: [CH3:1][C:2]1[CH:3]=[C:4]([CH2:9][C:10]([C:24]([O:26][CH2:27][CH3:28])=[O:25])([C:19]([O:21][CH2:22][CH3:23])=[O:20])[CH2:11][C:12]([O:14]C(C)(C)C)=[O:13])[CH:5]=[CH:6][C:7]=1[CH3:8].C(O)(C(F)(F)F)=O. Given the product [CH3:1][C:2]1[CH:3]=[C:4]([CH2:9][C:10]([C:19]([O:21][CH2:22][CH3:23])=[O:20])([C:24]([O:26][CH2:27][CH3:28])=[O:25])[CH2:11][C:12]([OH:14])=[O:13])[CH:5]=[CH:6][C:7]=1[CH3:8], predict the reactants needed to synthesize it. (2) The reactants are: [CH3:1][N:2]1[C:11](=[O:12])[C:10]2[C:5](=[CH:6][CH:7]=[C:8]([O:13][C:14]3[CH:19]=[CH:18][C:17]([N+:20]([O-])=O)=[CH:16][CH:15]=3)[CH:9]=2)[N:4]=[CH:3]1.[H][H]. Given the product [NH2:20][C:17]1[CH:18]=[CH:19][C:14]([O:13][C:8]2[CH:9]=[C:10]3[C:5](=[CH:6][CH:7]=2)[N:4]=[CH:3][N:2]([CH3:1])[C:11]3=[O:12])=[CH:15][CH:16]=1, predict the reactants needed to synthesize it. (3) Given the product [NH2:1][C:11]1[NH:10][C:20](=[O:22])[C:19]2[NH:18][CH:17]=[C:16]([C@@H:25]3[N:29]([C:30]([O:32][C:33]([CH3:36])([CH3:34])[CH3:35])=[O:31])[C@H:28]([CH2:37][O:38][Si:39]([C:42]([CH3:43])([CH3:44])[CH3:45])([CH3:41])[CH3:40])[C@H:27]4[O:46][C:47]([CH3:50])([CH3:49])[O:48][C@@H:26]34)[C:15]=2[N:14]=1, predict the reactants needed to synthesize it. The reactants are: [NH3:1].C([NH:10]/[C:11](=[N:14]\[C:15]1[C:16]([C@@H:25]2[N:29]([C:30]([O:32][C:33]([CH3:36])([CH3:35])[CH3:34])=[O:31])[C@H:28]([CH2:37][O:38][Si:39]([C:42]([CH3:45])([CH3:44])[CH3:43])([CH3:41])[CH3:40])[C@H:27]3[O:46][C:47]([CH3:50])([CH3:49])[O:48][C@@H:26]23)=[CH:17][NH:18][C:19]=1[C:20]([O:22]CC)=O)/SC)(=O)C1C=CC=CC=1. (4) Given the product [F:1][C:2]1[C:12]([CH:13]=[O:14])=[CH:11][C:5]2[NH:6][C:7](=[O:10])[CH2:8][S:9][C:4]=2[CH:3]=1, predict the reactants needed to synthesize it. The reactants are: [F:1][C:2]1[C:12]([CH2:13][OH:14])=[CH:11][C:5]2[NH:6][C:7](=[O:10])[CH2:8][S:9][C:4]=2[CH:3]=1. (5) Given the product [C:34]([Si:31]([CH3:33])([CH3:32])[O:30][CH2:29][CH2:28][N:22]1[CH2:21][CH2:20][N:16]2[C:17]3[CH:18]=[CH:19][C:11]([O:10][CH:7]4[CH2:8][CH2:9][N:4]([CH:1]([CH3:3])[CH3:2])[CH2:5][CH2:6]4)=[CH:12][C:13]=3[CH:14]=[C:15]2[C:23]1=[O:24])([CH3:37])([CH3:36])[CH3:35], predict the reactants needed to synthesize it. The reactants are: [CH:1]([N:4]1[CH2:9][CH2:8][CH:7]([O:10][C:11]2[CH:19]=[CH:18][C:17]3[N:16]4[CH2:20][CH2:21][NH:22][C:23](=[O:24])[C:15]4=[CH:14][C:13]=3[CH:12]=2)[CH2:6][CH2:5]1)([CH3:3])[CH3:2].[H-].[Na+].Br[CH2:28][CH2:29][O:30][Si:31]([C:34]([CH3:37])([CH3:36])[CH3:35])([CH3:33])[CH3:32].